This data is from Forward reaction prediction with 1.9M reactions from USPTO patents (1976-2016). The task is: Predict the product of the given reaction. (1) The product is: [NH2:1][C:4]1[C:5]([CH2:10][C:11]([O:13][CH2:14][CH3:15])=[O:12])=[N:6][CH:7]=[CH:8][CH:9]=1. Given the reactants [N+:1]([C:4]1[C:5]([CH2:10][C:11]([O:13][CH2:14][CH3:15])=[O:12])=[N:6][CH:7]=[CH:8][CH:9]=1)([O-])=O, predict the reaction product. (2) Given the reactants [Br:1][C:2]1[C:3](=[O:14])[NH:4][CH:5]=[C:6]([C:8]2[CH:13]=[CH:12][CH:11]=[CH:10][N:9]=2)[CH:7]=1.[C:15]1(B(O)O)[CH:20]=[CH:19][CH:18]=[CH:17][CH:16]=1, predict the reaction product. The product is: [Br:1][C:2]1[C:3](=[O:14])[N:4]([C:15]2[CH:20]=[CH:19][CH:18]=[CH:17][CH:16]=2)[CH:5]=[C:6]([C:8]2[CH:13]=[CH:12][CH:11]=[CH:10][N:9]=2)[CH:7]=1. (3) The product is: [NH2:30][C:21]1[N:20]=[C:19]([O:18][CH2:14][CH2:15][CH2:16][CH3:17])[N:27]=[C:26]2[C:22]=1[N:23]=[C:24]([O:28][CH3:29])[N:25]2[CH2:32][CH:33]1[CH2:38][CH2:37][N:36]([C:39]([O:41][C:42]([CH3:43])([CH3:45])[CH3:44])=[O:40])[CH2:35][CH2:34]1. Given the reactants C(=O)([O-])[O-].[K+].[K+].FC(F)(F)C(O)=O.[CH2:14]([O:18][C:19]1[N:27]=[C:26]2[C:22]([N:23]=[C:24]([O:28][CH3:29])[NH:25]2)=[C:21]([NH2:30])[N:20]=1)[CH2:15][CH2:16][CH3:17].Br[CH2:32][CH:33]1[CH2:38][CH2:37][N:36]([C:39]([O:41][C:42]([CH3:45])([CH3:44])[CH3:43])=[O:40])[CH2:35][CH2:34]1.[Br-], predict the reaction product. (4) The product is: [Cl:35][C:30]1[CH:31]=[CH:32][CH:33]=[CH:34][C:29]=1[C:19]1[N:20]([C:22]2[CH:27]=[CH:26][C:25]([Cl:28])=[CH:24][CH:23]=2)[CH:21]=[C:17]([C:15]([NH:14][C@@H:9]2[CH2:10][CH2:11][CH2:12][CH2:13][C@@H:8]2[O:7][CH2:6][CH2:5][OH:4])=[O:16])[N:18]=1. Given the reactants C([O:4][CH2:5][CH2:6][O:7][C@@H:8]1[CH2:13][CH2:12][CH2:11][CH2:10][C@H:9]1[NH:14][C:15]([C:17]1[N:18]=[C:19]([C:29]2[CH:34]=[CH:33][CH:32]=[CH:31][C:30]=2[Cl:35])[N:20]([C:22]2[CH:27]=[CH:26][C:25]([Cl:28])=[CH:24][CH:23]=2)[CH:21]=1)=[O:16])(=O)C.[BH4-].[Na+].CC(C)=O, predict the reaction product. (5) Given the reactants [Se-2:1].[Na+].[Na+].Cl[C:5]([C:9]1[CH:14]=[CH:13][CH:12]=[CH:11][CH:10]=1)=[CH:6][C:7]#[N:8].Cl[CH2:16][C:17]#[N:18].C[O-].[Na+], predict the reaction product. The product is: [NH2:8][C:7]1[CH:6]=[C:5]([C:9]2[CH:14]=[CH:13][CH:12]=[CH:11][CH:10]=2)[Se:1][C:16]=1[C:17]#[N:18]. (6) Given the reactants C([O:3][C:4](=[O:29])[CH2:5][C:6]1[CH:11]=[CH:10][C:9]([S:12][C:13]2[CH:18]=[CH:17][C:16]([NH:19][CH2:20][CH2:21][CH2:22][C:23]3[CH:28]=[CH:27][CH:26]=[CH:25][CH:24]=3)=[CH:15][CH:14]=2)=[CH:8][CH:7]=1)C.[OH-].[Na+].O.C(O)C, predict the reaction product. The product is: [C:23]1([CH2:22][CH2:21][CH2:20][NH:19][C:16]2[CH:17]=[CH:18][C:13]([S:12][C:9]3[CH:8]=[CH:7][C:6]([CH2:5][C:4]([OH:29])=[O:3])=[CH:11][CH:10]=3)=[CH:14][CH:15]=2)[CH:24]=[CH:25][CH:26]=[CH:27][CH:28]=1.